Dataset: Forward reaction prediction with 1.9M reactions from USPTO patents (1976-2016). Task: Predict the product of the given reaction. (1) Given the reactants [CH2:1]([N:4]1[C:13]2[C:8](=[CH:9][CH:10]=[C:11]([OH:14])[CH:12]=2)[CH2:7][CH2:6][CH2:5]1)[C:2]#[CH:3].C(N(CC)CC)C.[CH2:22]([N:29]=[C:30]=[O:31])[CH2:23][CH2:24][CH2:25][CH2:26][CH2:27][CH3:28], predict the reaction product. The product is: [CH2:22]([NH:29][C:30](=[O:31])[O:14][C:11]1[CH:12]=[C:13]2[C:8]([CH2:7][CH2:6][CH2:5][N:4]2[CH2:1][C:2]#[CH:3])=[CH:9][CH:10]=1)[CH2:23][CH2:24][CH2:25][CH2:26][CH2:27][CH3:28]. (2) Given the reactants [CH2:1]([O:4][C:5]1[CH:13]=[CH:12][CH:11]=[C:10]2[C:6]=1[CH2:7][CH2:8][CH:9]2O)[CH2:2][CH3:3], predict the reaction product. The product is: [CH2:1]([O:4][C:5]1[CH:13]=[CH:12][CH:11]=[C:10]2[C:6]=1[CH2:7][CH2:8][CH2:9]2)[CH2:2][CH3:3]. (3) The product is: [CH3:2][CH:3]1[C:8]2=[N:9][C:10]([C:19]3[CH:24]=[CH:23][CH:22]=[CH:21][CH:20]=3)=[C:11]([C:13]3[CH:18]=[CH:17][CH:16]=[CH:15][CH:14]=3)[N:12]=[C:7]2[CH2:6][CH2:5][N:4]1[CH2:49][CH2:50][CH2:51][CH2:52][CH2:53][CH2:54][C:55]([O:57][CH2:58][CH3:59])=[O:56]. Given the reactants Cl.[CH3:2][CH:3]1[C:8]2=[N:9][C:10]([C:19]3[CH:24]=[CH:23][CH:22]=[CH:21][CH:20]=3)=[C:11]([C:13]3[CH:18]=[CH:17][CH:16]=[CH:15][CH:14]=3)[N:12]=[C:7]2[CH2:6][CH2:5][NH:4]1.CC1C2=NC(C3C=CC=CC=3)=C(C3C=CC=CC=3)N=C2CCN1.O=[CH:49][CH2:50][CH2:51][CH2:52][CH2:53][CH2:54][C:55]([O:57][CH2:58][CH3:59])=[O:56].C(N(CC)CC)C.C(O[BH-](OC(=O)C)OC(=O)C)(=O)C.[Na+], predict the reaction product. (4) Given the reactants C(=[NH:14])(C1C=CC=CC=1)C1C=CC=CC=1.[CH3:15][O:16][C:17](=[O:39])[CH2:18][C@H:19]1[CH2:24][CH2:23][C@H:22]([C:25]2[CH:30]=[CH:29][C:28](OS(C(F)(F)F)(=O)=O)=[CH:27][CH:26]=2)[CH2:21][CH2:20]1.C(=O)([O-])[O-].[Cs+].[Cs+].CC(C1C=C(C(C)C)C(C2C=CC=CC=2P(C2CCCCC2)C2CCCCC2)=C(C(C)C)C=1)C, predict the reaction product. The product is: [CH3:15][O:16][C:17](=[O:39])[CH2:18][C@H:19]1[CH2:24][CH2:23][C@H:22]([C:25]2[CH:30]=[CH:29][C:28]([NH2:14])=[CH:27][CH:26]=2)[CH2:21][CH2:20]1. (5) Given the reactants CS([Cl:5])(=O)=O.[F:6][C:7]1[CH:12]=[CH:11][C:10]([C:13]2[C:18]([C:19]([O:21][CH3:22])=[O:20])=[CH:17][CH:16]=[C:15]([CH3:23])[N+:14]=2[O-])=[CH:9][CH:8]=1, predict the reaction product. The product is: [F:6][C:7]1[CH:12]=[CH:11][C:10]([C:13]2[C:18]([C:19]([O:21][CH3:22])=[O:20])=[CH:17][CH:16]=[C:15]([CH2:23][Cl:5])[N:14]=2)=[CH:9][CH:8]=1. (6) Given the reactants [CH:1]([C:4]1[CH:9]=[CH:8][CH:7]=[C:6]([CH:10]([CH3:12])[CH3:11])[C:5]=1[NH:13][C:14](=[O:26])[C:15]([NH:17][C:18]1[CH:23]=[C:22]([CH3:24])[CH:21]=[CH:20][C:19]=1[OH:25])=[O:16])([CH3:3])[CH3:2].[CH2:27]1[CH:32]2[CH2:33][C:34]3(O)[CH2:36][CH:30]([CH2:31]2)[CH2:29][CH:28]1[CH2:35]3.OS(O)(=O)=O.C(OCC)(=O)C, predict the reaction product. The product is: [CH:1]([C:4]1[CH:9]=[CH:8][CH:7]=[C:6]([CH:10]([CH3:12])[CH3:11])[C:5]=1[NH:13][C:14](=[O:26])[C:15]([NH:17][C:18]1[CH:23]=[C:22]([CH3:24])[CH:21]=[C:20]([C:28]23[CH2:29][CH:30]4[CH2:36][CH:34]([CH2:33][CH:32]([CH2:31]4)[CH2:27]2)[CH2:35]3)[C:19]=1[OH:25])=[O:16])([CH3:2])[CH3:3]. (7) Given the reactants [Cl:1][C:2]1[N:3]=[C:4](Cl)[C:5]2[N:10]=[CH:9][S:8][C:6]=2[N:7]=1.[F:12][C:13]([F:22])([F:21])[C:14]1[CH:15]=[C:16]([NH2:20])[CH:17]=[CH:18][CH:19]=1.CCN(C(C)C)C(C)C.O, predict the reaction product. The product is: [Cl:1][C:2]1[N:3]=[C:4]([NH:20][C:16]2[CH:17]=[CH:18][CH:19]=[C:14]([C:13]([F:12])([F:21])[F:22])[CH:15]=2)[C:5]2[N:10]=[CH:9][S:8][C:6]=2[N:7]=1.